This data is from Catalyst prediction with 721,799 reactions and 888 catalyst types from USPTO. The task is: Predict which catalyst facilitates the given reaction. Reactant: [Cl:1][C:2]1[CH:16]=[CH:15][C:14]([Cl:17])=[CH:13][C:3]=1[C:4]([C:6]1[CH:11]=[CH:10][C:9](F)=[CH:8][CH:7]=1)=[O:5].[S:18]1[C:22]2[CH:23]=[CH:24][CH:25]=[CH:26][C:21]=2[N:20]=[C:19]1[SH:27].C(=O)([O-])[O-].[K+].[K+]. Product: [Cl:1][C:2]1[CH:16]=[CH:15][C:14]([Cl:17])=[CH:13][C:3]=1[C:4]([C:6]1[CH:11]=[CH:10][C:9]([S:27][C:19]2[S:18][C:22]3[CH:23]=[CH:24][CH:25]=[CH:26][C:21]=3[N:20]=2)=[CH:8][CH:7]=1)=[O:5]. The catalyst class is: 6.